This data is from Experimentally validated miRNA-target interactions with 360,000+ pairs, plus equal number of negative samples. The task is: Binary Classification. Given a miRNA mature sequence and a target amino acid sequence, predict their likelihood of interaction. (1) The miRNA is mmu-miR-466q with sequence GUGCACACACACACAUACGU. The protein sequence of the target gene is MSEQSICQARAAVMVYDDANKKWVPAGGSTGFSRVHIYHHTGNNTFRVVGRKIQDHQVVINCAIPKGLKYNQATQTFHQWRDARQVYGLNFGSKEDANVFASAMMHALEVLNSQEAAQSKVTATQDSTNLRCIFCGPTLPRQNSQLPAQVQNGPSQEELEIQRRQLQEQQRQKELERERMERERLERERLERERLERERLEQEQLERQRQEREHVERLERERLERLERERQERERERLEQLEREQVEWERERRMSNAAPSSDSSLSSAPLPEYSSCQPPSAPPPSYAKVISAPVSDATPD.... Result: 1 (interaction). (2) The miRNA is hsa-miR-133b with sequence UUUGGUCCCCUUCAACCAGCUA. The protein sequence of the target gene is MAATDIARQVGEGCRTVPLAGHVGFDSLPDQLVNKSVSQGFCFNILCVGETGLGKSTLMDTLFNTKFEGEPATHTQPGVQLQSNTYDLQESNVRLKLTIVSTVGFGDQINKEDSYKPIVEFIDAQFEAYLQEELKIRRVLHTYHDSRIHVCLYFIAPTGHSLKSLDLVTMKKLDSKVNIIPIIAKADAISKSELTKFKIKITSELVSNGVQIYQFPTDDESVAEINGTMNAHLPFAVIGSTEELKIGNKMMRARQYPWGTVQVENEAHCDFVKLREMLIRVNMEDLREQTHTRHYELYRR.... Result: 1 (interaction).